Dataset: Full USPTO retrosynthesis dataset with 1.9M reactions from patents (1976-2016). Task: Predict the reactants needed to synthesize the given product. Given the product [Br:1][C:2]1[CH:17]=[CH:16][C:5]([O:6][C:7]2[CH:14]=[CH:13][C:10]([C:11]#[N:12])=[CH:9][C:8]=2[Cl:15])=[CH:4][C:3]=1[CH2:18][OH:19], predict the reactants needed to synthesize it. The reactants are: [Br:1][C:2]1[CH:17]=[CH:16][C:5]([O:6][C:7]2[CH:14]=[CH:13][C:10]([C:11]#[N:12])=[CH:9][C:8]=2[Cl:15])=[CH:4][C:3]=1[CH:18]=[O:19].[BH4-].[Na+].